Predict which catalyst facilitates the given reaction. From a dataset of Catalyst prediction with 721,799 reactions and 888 catalyst types from USPTO. (1) The catalyst class is: 1. Product: [CH2:30]([O:15][C:13]1[N:14]=[C:9]([C:6]2[CH:7]=[CH:8][C:3]([N:2]([CH3:29])[CH3:1])=[CH:4][CH:5]=2)[C:10]([CH:27]=[O:28])=[C:11]([O:26][CH2:57][C:51]2[CH:52]=[CH:53][CH:54]=[CH:55][CH:56]=2)[C:12]=1[C:16]([O:18][CH2:19][C:20]1[CH:25]=[CH:24][CH:23]=[CH:22][CH:21]=1)=[O:17])[C:31]1[CH:36]=[CH:35][CH:34]=[CH:33][CH:32]=1. Reactant: [CH3:1][N:2]([CH3:29])[C:3]1[CH:8]=[CH:7][C:6]([C:9]2[NH:14][C:13](=[O:15])[C:12]([C:16]([O:18][CH2:19][C:20]3[CH:25]=[CH:24][CH:23]=[CH:22][CH:21]=3)=[O:17])=[C:11]([OH:26])[C:10]=2[CH:27]=[O:28])=[CH:5][CH:4]=1.[CH2:30](O)[C:31]1[CH:36]=[CH:35][CH:34]=[CH:33][CH:32]=1.[C:51]1(P([C:51]2[CH:56]=[CH:55][CH:54]=[CH:53][CH:52]=2)[C:51]2[CH:56]=[CH:55][CH:54]=[CH:53][CH:52]=2)[CH:56]=[CH:55][CH:54]=[CH:53][CH:52]=1.[CH3:57]C(OC(/N=N/C(OC(C)C)=O)=O)C. (2) Reactant: [CH3:1][CH:2]1[CH2:8][CH2:7][CH2:6][CH2:5][O:4][C:3]1=[O:9].[H-].[Li+].[CH3:12]I. Product: [CH3:1][C:2]1([CH3:12])[CH2:8][CH2:7][CH2:6][CH2:5][O:4][C:3]1=[O:9]. The catalyst class is: 1.